From a dataset of Catalyst prediction with 721,799 reactions and 888 catalyst types from USPTO. Predict which catalyst facilitates the given reaction. Reactant: [CH2:1]([O:8][CH2:9][C@H:10]1[CH2:12][O:11]1)[C:2]1[CH:7]=[CH:6][CH:5]=[CH:4][CH:3]=1.[CH:13]([Mg]Br)=[CH2:14]. Product: [CH2:1]([O:8][CH2:9][C@H:10]([OH:11])[CH2:12][CH:13]=[CH2:14])[C:2]1[CH:7]=[CH:6][CH:5]=[CH:4][CH:3]=1. The catalyst class is: 804.